Task: Predict the product of the given reaction.. Dataset: Forward reaction prediction with 1.9M reactions from USPTO patents (1976-2016) (1) Given the reactants [O:1]1[C:5]2[CH:6]=[CH:7][C:8]([CH2:10][CH2:11][CH2:12][C:13]3[O:17][N:16]=[C:15]([C:18]([OH:20])=O)[CH:14]=3)=[CH:9][C:4]=2[O:3][CH2:2]1.Cl.[O:22]1[CH2:26][CH2:25][CH:24]([CH2:27][NH2:28])[CH2:23]1.C(N(CC)CC)C.ON1C2C=CC=CC=2N=N1.Cl.C(N=C=NCCCN(C)C)C, predict the reaction product. The product is: [O:22]1[CH2:26][CH2:25][CH:24]([CH2:27][NH:28][C:18]([C:15]2[CH:14]=[C:13]([CH2:12][CH2:11][CH2:10][C:8]3[CH:7]=[CH:6][C:5]4[O:1][CH2:2][O:3][C:4]=4[CH:9]=3)[O:17][N:16]=2)=[O:20])[CH2:23]1. (2) The product is: [C:8]([O:46][CH:39]([C:36]1[CH:37]=[CH:38][N:33]([C:30]2[CH:31]=[CH:32][C:27]([O:26][C:17]3[C:16]4[C:21](=[CH:22][C:23]([O:24][CH3:25])=[C:14]([O:13][CH3:12])[CH:15]=4)[N:20]=[CH:19][CH:18]=3)=[C:28]([F:48])[CH:29]=2)[C:34](=[O:47])[CH:35]=1)[C:40]1[CH:45]=[CH:44][CH:43]=[CH:42][CH:41]=1)(=[O:10])[CH3:9]. Given the reactants C(N(CC)CC)C.[C:8](Cl)(=[O:10])[CH3:9].[CH3:12][O:13][C:14]1[CH:15]=[C:16]2[C:21](=[CH:22][C:23]=1[O:24][CH3:25])[N:20]=[CH:19][CH:18]=[C:17]2[O:26][C:27]1[CH:32]=[CH:31][C:30]([N:33]2[CH:38]=[CH:37][C:36]([CH:39]([OH:46])[C:40]3[CH:45]=[CH:44][CH:43]=[CH:42][CH:41]=3)=[CH:35][C:34]2=[O:47])=[CH:29][C:28]=1[F:48].O, predict the reaction product. (3) Given the reactants [CH3:1][C:2]1[CH:23]=[CH:22][CH:21]=[C:20]([CH3:24])[C:3]=1[CH2:4][NH:5][C:6]1[C:7]2[N:8]([C:15]([CH3:19])=[C:16]([CH3:18])[N:17]=2)[CH:9]=[C:10]([C:12]([OH:14])=O)[CH:11]=1.C(N(C(C)C)CC)(C)C.[B-](F)(F)(F)F.CN(C(ON1N=NC2C1=CC=CC=2)=[N+](C)C)C.[NH2:56][CH2:57][C@@H:58]([OH:60])[CH3:59], predict the reaction product. The product is: [CH3:1][C:2]1[CH:23]=[CH:22][CH:21]=[C:20]([CH3:24])[C:3]=1[CH2:4][NH:5][C:6]1[C:7]2[N:8]([C:15]([CH3:19])=[C:16]([CH3:18])[N:17]=2)[CH:9]=[C:10]([C:12]([NH:56][CH2:57][C@@H:58]([OH:60])[CH3:59])=[O:14])[CH:11]=1.